This data is from Orexin1 receptor HTS with 218,158 compounds and 233 confirmed actives. The task is: Binary Classification. Given a drug SMILES string, predict its activity (active/inactive) in a high-throughput screening assay against a specified biological target. (1) The result is 0 (inactive). The drug is S([O-])(=O)(=O)C([n+]1ccccc1)c1ccccc1. (2) The drug is P(Oc1cc(ccc1)C)(Oc1cc(ccc1)C)(=O)NCc1ccccc1. The result is 0 (inactive).